This data is from Forward reaction prediction with 1.9M reactions from USPTO patents (1976-2016). The task is: Predict the product of the given reaction. (1) The product is: [ClH:16].[Cl:17][C:12]1[CH:11]=[C:10]([C@@H:9]2[O:8][CH2:7][CH2:6][NH:5][CH2:4][C@H:3]2[CH2:2][NH:1][C:31](=[O:32])[CH2:30][N:25]2[CH:29]=[N:28][N:27]=[N:26]2)[CH:15]=[CH:14][C:13]=1[Cl:16]. Given the reactants [NH2:1][CH2:2][C@H:3]1[C@H:9]([C:10]2[CH:15]=[CH:14][C:13]([Cl:16])=[C:12]([Cl:17])[CH:11]=2)[O:8][CH2:7][CH2:6][N:5](C(OC(C)(C)C)=O)[CH2:4]1.[N:25]1([CH2:30][C:31](O)=[O:32])[CH:29]=[N:28][N:27]=[N:26]1, predict the reaction product. (2) The product is: [F:24][C:25]1[CH:35]=[C:34]([F:36])[CH:33]=[CH:32][C:26]=1[CH:27]=[CH:28][C:29]([NH:10][C@H:9]([C:11]([O:13][CH3:14])=[O:12])[CH2:8][C:7]1[CH:6]=[CH:5][C:4]([O:3][CH3:2])=[CH:16][CH:15]=1)=[O:30]. Given the reactants Cl.[CH3:2][O:3][C:4]1[CH:16]=[CH:15][C:7]([CH2:8][C@@H:9]([C:11]([O:13][CH3:14])=[O:12])[NH2:10])=[CH:6][CH:5]=1.C(N(CC)CC)C.[F:24][C:25]1[CH:35]=[C:34]([F:36])[CH:33]=[CH:32][C:26]=1[CH:27]=[CH:28][C:29](O)=[O:30].CCN=C=NCCCN(C)C.Cl, predict the reaction product. (3) Given the reactants [F:1][C:2]([F:22])([F:21])[O:3][C:4]1[CH:9]=[CH:8][C:7]([C:10]2[O:14][N:13]=[C:12]([CH2:15]OS(C)(=O)=O)[CH:11]=2)=[CH:6][CH:5]=1.[F:23][C:24]1[C:29]([F:30])=[CH:28][CH:27]=[CH:26][C:25]=1[C:31]1[N:39]=[C:34]2[CH:35]=[N:36][NH:37][CH:38]=[C:33]2[N:32]=1, predict the reaction product. The product is: [F:23][C:24]1[C:29]([F:30])=[CH:28][CH:27]=[CH:26][C:25]=1[C:31]1[N:39]=[C:34]2[CH:35]=[N:36][N:37]([CH2:15][C:12]3[CH:11]=[C:10]([C:7]4[CH:8]=[CH:9][C:4]([O:3][C:2]([F:22])([F:21])[F:1])=[CH:5][CH:6]=4)[O:14][N:13]=3)[CH:38]=[C:33]2[N:32]=1. (4) Given the reactants [OH:1][C:2]1[CH:7]=[CH:6][C:5]([C:8]2[N:13]=[C:12]([C:14]#[N:15])[C:11]3[N:16]=[N:17][N:18]([CH3:19])[C:10]=3[CH:9]=2)=[CH:4][C:3]=1[C:20]([F:23])([F:22])[F:21].CS(O[CH2:29][C@@H:30]1[CH2:34][CH2:33][N:32]([C:35]2[CH:40]=[CH:39][CH:38]=[CH:37][N:36]=2)[CH2:31]1)(=O)=O.C(=O)([O-])[O-].[Cs+].[Cs+], predict the reaction product. The product is: [CH3:19][N:18]1[C:10]2[CH:9]=[C:8]([C:5]3[CH:6]=[CH:7][C:2]([O:1][CH2:29][C@@H:30]4[CH2:34][CH2:33][N:32]([C:35]5[CH:40]=[CH:39][CH:38]=[CH:37][N:36]=5)[CH2:31]4)=[C:3]([C:20]([F:23])([F:22])[F:21])[CH:4]=3)[N:13]=[C:12]([C:14]#[N:15])[C:11]=2[N:16]=[N:17]1. (5) Given the reactants C(O)(C(F)(F)F)=O.[CH3:8][C:9]1[CH:46]=[C:45]([CH3:47])[CH:44]=[CH:43][C:10]=1[O:11][CH2:12][C@H:13]([OH:42])[CH2:14][NH:15][C:16]1[CH:21]=[CH:20][NH:19][C:18](=[O:22])[C:17]=1[C:23]1[NH:34][C:33]2[C:25](=[CH:26][C:27]3[CH2:28][N:29]([CH:36]4[CH2:41][CH2:40][NH:39][CH2:38][CH2:37]4)[C:30](=[O:35])[C:31]=3[CH:32]=2)[N:24]=1.CCN(C(C)C)C(C)C.[C:57](#[N:60])[CH:58]=[CH2:59], predict the reaction product. The product is: [CH3:8][C:9]1[CH:46]=[C:45]([CH3:47])[CH:44]=[CH:43][C:10]=1[O:11][CH2:12][C@H:13]([OH:42])[CH2:14][NH:15][C:16]1[CH:21]=[CH:20][NH:19][C:18](=[O:22])[C:17]=1[C:23]1[NH:34][C:33]2[C:25]([N:24]=1)=[CH:26][C:27]1[CH2:28][N:29]([CH:36]3[CH2:37][CH2:38][N:39]([CH2:59][CH2:58][C:57]#[N:60])[CH2:40][CH2:41]3)[C:30](=[O:35])[C:31]=1[CH:32]=2. (6) Given the reactants NN.[NH2:3][C:4]1[C:13]2[N:14]=[C:15]([CH2:21][N:22]3C(=O)C4C(=CC=CC=4)C3=O)[N:16]([CH2:17][CH:18]([CH3:20])[CH3:19])[C:12]=2[C:11]2[CH:10]=[CH:9][CH:8]=[CH:7][C:6]=2[N:5]=1, predict the reaction product. The product is: [NH3:3].[NH2:22][CH2:21][C:15]1[N:16]([CH2:17][CH:18]([CH3:20])[CH3:19])[C:12]2[C:11]3[CH:10]=[CH:9][CH:8]=[CH:7][C:6]=3[N:5]=[C:4]([NH2:3])[C:13]=2[N:14]=1.